From a dataset of Forward reaction prediction with 1.9M reactions from USPTO patents (1976-2016). Predict the product of the given reaction. (1) The product is: [CH:17]1([C:20]2[CH:21]=[C:22]([CH3:32])[C:23]([N:26]3[CH2:27][CH2:28][N:29]([C:12]([C:11]4[CH:10]=[CH:9][C:8]([CH2:7][N:3]5[CH2:4][CH2:5][CH2:6][C:2]5=[O:1])=[CH:16][CH:15]=4)=[O:14])[CH2:30][CH2:31]3)=[N:24][CH:25]=2)[CH2:19][CH2:18]1. Given the reactants [O:1]=[C:2]1[CH2:6][CH2:5][CH2:4][N:3]1[CH2:7][C:8]1[CH:16]=[CH:15][C:11]([C:12]([OH:14])=O)=[CH:10][CH:9]=1.[CH:17]1([C:20]2[CH:21]=[C:22]([CH3:32])[C:23]([N:26]3[CH2:31][CH2:30][NH:29][CH2:28][CH2:27]3)=[N:24][CH:25]=2)[CH2:19][CH2:18]1, predict the reaction product. (2) Given the reactants [C:1]([C:3]1[CH:8]=[CH:7][C:6]([CH:9]2[C:18]3[C:17](=[O:19])[CH2:16][CH2:15][CH2:14][C:13]=3[N:12]([C:20]3[CH:25]=[CH:24][CH:23]=[C:22]([C:26]([F:29])([F:28])[F:27])[CH:21]=3)[C:11](=[O:30])[N:10]2[C:31]([NH:33][CH3:34])=[O:32])=[C:5]([CH3:35])[CH:4]=1)#[N:2].[CH2:36](N)C, predict the reaction product. The product is: [C:1]([C:3]1[CH:8]=[CH:7][C:6]([CH:9]2[C:18]3[C:17](=[O:19])[CH2:16][CH2:15][CH2:14][C:13]=3[N:12]([C:20]3[CH:25]=[CH:24][CH:23]=[C:22]([C:26]([F:29])([F:28])[F:27])[CH:21]=3)[C:11](=[O:30])[N:10]2[C:31]([NH:33][CH2:34][CH3:36])=[O:32])=[C:5]([CH3:35])[CH:4]=1)#[N:2]. (3) Given the reactants [O-:1][CH2:2][CH3:3].[Na+].[Na].C(O)C.Br[C:10]1[CH:15]=[CH:14][CH:13]=[C:12]([Br:16])[N:11]=1, predict the reaction product. The product is: [Br:16][C:12]1[CH:13]=[CH:14][CH:15]=[C:10]([O:1][CH2:2][CH3:3])[N:11]=1. (4) Given the reactants [Cl:1][C:2]1[S:6][C:5]([C:7]([OH:9])=O)=[CH:4][CH:3]=1.C(N1C=CN=C1)(N1C=CN=C1)=O.ON1C2C=CC=CC=2N=N1.[NH2:32][CH2:33][C@@H:34]1[O:38][C:37](=[O:39])[N:36]([C:40]2[CH:45]=[CH:44][C:43]([N:46]3[CH2:51][CH2:50][O:49][CH2:48][C:47]3=[O:52])=[CH:42][CH:41]=2)[CH2:35]1, predict the reaction product. The product is: [Cl:1][C:2]1[S:6][C:5]([C:7]([NH:32][CH2:33][C@@H:34]2[O:38][C:37](=[O:39])[N:36]([C:40]3[CH:45]=[CH:44][C:43]([N:46]4[CH2:51][CH2:50][O:49][CH2:48][C:47]4=[O:52])=[CH:42][CH:41]=3)[CH2:35]2)=[O:9])=[CH:4][CH:3]=1. (5) The product is: [Cl:1][C:2]1[CH:26]=[CH:25][CH:24]=[CH:23][C:3]=1[O:4][C:5]1[CH:6]=[N:7][N:8]([CH:12]([CH2:16][CH:17]2[CH2:18][CH2:19][O:20][CH2:21][CH2:22]2)[C:13]([NH:27][C:28]2[CH:32]=[CH:31][N:30]([CH2:33][C:34]([OH:36])([CH3:35])[CH3:37])[N:29]=2)=[O:15])[C:9](=[O:11])[CH:10]=1. Given the reactants [Cl:1][C:2]1[CH:26]=[CH:25][CH:24]=[CH:23][C:3]=1[O:4][C:5]1[CH:6]=[N:7][N:8]([CH:12]([CH2:16][CH:17]2[CH2:22][CH2:21][O:20][CH2:19][CH2:18]2)[C:13]([OH:15])=O)[C:9](=[O:11])[CH:10]=1.[NH2:27][C:28]1[CH:32]=[CH:31][N:30]([CH2:33][C:34]([CH3:37])([OH:36])[CH3:35])[N:29]=1, predict the reaction product. (6) The product is: [CH3:1][O:2][C:3](=[O:11])[CH:4]([Br:12])[C:5]1[CH:6]=[CH:7][CH:8]=[CH:9][CH:10]=1. Given the reactants [CH3:1][O:2][C:3](=[O:11])[CH2:4][C:5]1[CH:10]=[CH:9][CH:8]=[CH:7][CH:6]=1.[Br:12]N1C(=O)CCC1=O.C(OOC(=O)C1C=CC=CC=1)(=O)C1C=CC=CC=1, predict the reaction product. (7) Given the reactants [N+:1]([C:4]1[C:5]([NH2:13])=[CH:6][C:7]2[O:11][CH2:10][CH2:9][C:8]=2[CH:12]=1)([O-])=[O:2].[N:14]#[C:15][NH2:16].[CH]Cl.[OH-].[Na+], predict the reaction product. The product is: [N+:1]1([O-:2])[C:4]2[CH:12]=[C:8]3[CH2:9][CH2:10][O:11][C:7]3=[CH:6][C:5]=2[N:13]=[C:15]([NH2:16])[N:14]=1.